From a dataset of Reaction yield outcomes from USPTO patents with 853,638 reactions. Predict the reaction yield, written as a fraction of the theoretical maximum amount of product (1.0 means a 100% yield; for example, 0.34 means a 34% yield). The reactants are [NH2:1][C:2]1[CH:7]=C(C=C)[N:5]=[C:4]([C:10]([O:12][CH3:13])=[O:11])[C:3]=1[Cl:14].C[N+]1([O-])CC[O:19]CC1.S(=O)(O)[O-].[Na+].O.[C:29]([OH:33])(C)([CH3:31])[CH3:30]. The catalyst is C(O)(C)(C)C.O.[Os](=O)(=O)(=O)=O. The product is [NH2:1][C:2]1[CH:7]=[C:30]([CH:29]([OH:33])[CH2:31][OH:19])[N:5]=[C:4]([C:10]([O:12][CH3:13])=[O:11])[C:3]=1[Cl:14]. The yield is 0.670.